This data is from Catalyst prediction with 721,799 reactions and 888 catalyst types from USPTO. The task is: Predict which catalyst facilitates the given reaction. (1) Reactant: [Cl:1][C:2]1[CH:7]=[CH:6][C:5]([S:8]([CH2:11][C:12]2[CH:17]=[CH:16][N:15]=[CH:14][CH:13]=2)(=[O:10])=[O:9])=[CH:4][CH:3]=1.[CH3:18][N:19]([CH3:23])[CH2:20][CH2:21]O.C(C=P(CCCC)(CCCC)CCCC)#N. Product: [Cl:1][C:2]1[CH:3]=[CH:4][C:5]([S:8]([CH:11]([C:12]2[CH:13]=[CH:14][N:15]=[CH:16][CH:17]=2)[CH2:21][CH2:20][N:19]([CH3:23])[CH3:18])(=[O:9])=[O:10])=[CH:6][CH:7]=1. The catalyst class is: 11. (2) Reactant: Cl[C:2]1[N:20]=[CH:19][CH:18]=[CH:17][C:3]=1[C:4]([NH:6][C:7]1[CH:12]=[CH:11][CH:10]=[CH:9][C:8]=1[NH:13][CH:14]1[CH2:16][CH2:15]1)=[O:5].[H-].[Na+]. Product: [CH:14]1([N:13]2[C:2]3[N:20]=[CH:19][CH:18]=[CH:17][C:3]=3[C:4](=[O:5])[NH:6][C:7]3[CH:12]=[CH:11][CH:10]=[CH:9][C:8]2=3)[CH2:16][CH2:15]1. The catalyst class is: 17. (3) Reactant: [CH3:1]C(C)([O-])C.[K+].[C:7]([O:11][C:12]([NH:14][C@@H:15]([CH3:41])[CH2:16][NH:17][C:18]1[N:19]([CH2:37][C:38]#[C:39][CH3:40])[C:20]2[C:25](=[O:26])[N:24]([CH2:27][C:28]3[CH:33]=[CH:32][CH:31]=[CH:30][C:29]=3[C:34]#[N:35])[N:23]=[CH:22][C:21]=2[N:36]=1)=[O:13])([CH3:10])([CH3:9])[CH3:8].CI.O. Product: [C:7]([O:11][C:12]([NH:14][C@@H:15]([CH3:41])[CH2:16][N:17]([C:18]1[N:19]([CH2:37][C:38]#[C:39][CH3:40])[C:20]2[C:25](=[O:26])[N:24]([CH2:27][C:28]3[CH:33]=[CH:32][CH:31]=[CH:30][C:29]=3[C:34]#[N:35])[N:23]=[CH:22][C:21]=2[N:36]=1)[CH3:1])=[O:13])([CH3:10])([CH3:9])[CH3:8]. The catalyst class is: 16. (4) The catalyst class is: 281. Reactant: [CH3:1][O:2][C:3]1[C:7]([C:8]([O:10][CH2:11][CH3:12])=[O:9])=[CH:6][N:5](C(OC(C)(C)C)=O)[N:4]=1. Product: [CH3:1][O:2][C:3]1[C:7]([C:8]([O:10][CH2:11][CH3:12])=[O:9])=[CH:6][NH:5][N:4]=1. (5) Reactant: [C:1]([C:5]1[CH:6]=[C:7]([OH:11])[CH:8]=[CH:9][CH:10]=1)([CH3:4])([CH3:3])[CH3:2].[O:12](S(C(F)(F)F)(=O)=O)[S:13]([C:16]([F:19])([F:18])[F:17])(=O)=[O:14]. Product: [C:1]([C:5]1[CH:6]=[C:7]([O:11][S:13]([C:16]([F:19])([F:18])[F:17])(=[O:14])=[O:12])[CH:8]=[CH:9][CH:10]=1)([CH3:4])([CH3:2])[CH3:3]. The catalyst class is: 17. (6) Reactant: [NH2:1][C:2]1[CH:10]=[CH:9][C:8]([Cl:11])=[CH:7][C:3]=1[C:4]([OH:6])=O.N1[CH:16]=[CH:15]N=C1.C(Cl)(=O)C.Cl.[NH2:22][CH:23]1[CH2:28][CH2:27][C:26](=[O:29])[NH:25][C:24]1=[O:30].P(OC1C=CC=CC=1)(OC1C=CC=CC=1)OC1C=CC=CC=1. Product: [Cl:11][C:8]1[CH:7]=[C:3]2[C:2](=[CH:10][CH:9]=1)[N:1]=[C:15]([CH3:16])[N:22]([CH:23]1[CH2:28][CH2:27][C:26](=[O:29])[NH:25][C:24]1=[O:30])[C:4]2=[O:6]. The catalyst class is: 47. (7) Reactant: Cl.[Cl:2][C:3]1[CH:4]=[C:5]2[C:9](=[CH:10][CH:11]=1)[NH:8][CH:7]=[C:6]2[CH2:12][CH2:13][NH2:14].C1CN([P+](ON2N=NC3C=CC=CC2=3)(N2CCCC2)N2CCCC2)CC1.F[P-](F)(F)(F)(F)F.C(N(CC)C(C)C)(C)C.[F:57][C:58]1[CH:59]=[C:60]([N:64]2[CH2:68][CH2:67][CH:66]([C:69](O)=[O:70])[C:65]2=[O:72])[CH:61]=[CH:62][CH:63]=1. Product: [Cl:2][C:3]1[CH:4]=[C:5]2[C:9](=[CH:10][CH:11]=1)[NH:8][CH:7]=[C:6]2[CH2:12][CH2:13][NH:14][C:69]([CH:66]1[CH2:67][CH2:68][N:64]([C:60]2[CH:61]=[CH:62][CH:63]=[C:58]([F:57])[CH:59]=2)[C:65]1=[O:72])=[O:70]. The catalyst class is: 3.